Predict the reaction yield, written as a fraction of the theoretical maximum amount of product (1.0 means a 100% yield; for example, 0.34 means a 34% yield). From a dataset of Reaction yield outcomes from USPTO patents with 853,638 reactions. (1) The reactants are CCCCCCC[C:8]([C:17]1[CH:22]=[CH:21][C:20]([OH:23])=[CH:19][CH:18]=1)([C:10]1[CH:15]=[CH:14][C:13](O)=[CH:12]C=1)C.[OH-:24].[K+].Br[C:27]([F:33])([F:32])[C:28]([F:31])([F:30])[Br:29]. The catalyst is CS(C)=O. The product is [Br:29][C:28]([F:31])([F:30])[C:27]([F:33])([F:32])[O:24][C:20]1([O:23][C:27]([F:33])([F:32])[C:28]([F:31])([F:30])[Br:29])[CH:19]=[CH:18][C:17]([C:8]2[CH:10]=[CH:15][CH:14]=[CH:13][CH:12]=2)=[CH:22][CH2:21]1. The yield is 0.910. (2) The catalyst is C1(C)C=CC=CC=1.C(O)C.O. The yield is 0.610. The product is [NH2:2][CH2:3][C:4]1[CH:9]=[CH:8][C:7]([C:60]2[CH2:59][C@@H:47]3[N:46]([CH:61]=2)[C:45](=[O:69])[C:44]2[CH:70]=[C:71]([O:72][CH3:73])[C:41]([O:40][CH2:39][CH2:38][CH2:37][O:36][C:34]4[C:33]([O:74][CH3:75])=[CH:32][C:27]5[C:28](=[O:31])[N:29]6[CH:30]=[C:21]([C:18]7[CH:17]=[CH:16][C:15]([O:14][CH3:13])=[CH:20][CH:19]=7)[CH2:22][C@H:23]6[C:24](=[O:84])[N:25]([CH2:76][O:77][CH2:78][CH2:79][Si:80]([CH3:81])([CH3:82])[CH3:83])[C:26]=5[CH:35]=4)=[CH:42][C:43]=2[N:49]([CH2:50][O:51][CH2:52][CH2:53][Si:54]([CH3:57])([CH3:56])[CH3:55])[C:48]3=[O:58])=[CH:6][CH:5]=1. The reactants are Cl.[NH2:2][CH2:3][C:4]1[CH:9]=[CH:8][C:7](B(O)O)=[CH:6][CH:5]=1.[CH3:13][O:14][C:15]1[CH:20]=[CH:19][C:18]([C:21]2[CH2:22][C@@H:23]3[N:29]([CH:30]=2)[C:28](=[O:31])[C:27]2[CH:32]=[C:33]([O:74][CH3:75])[C:34]([O:36][CH2:37][CH2:38][CH2:39][O:40][C:41]4[C:71]([O:72][CH3:73])=[CH:70][C:44]5[C:45](=[O:69])[N:46]6[CH:61]=[C:60](S(C(F)(F)F)(=O)=O)[CH2:59][C@H:47]6[C:48](=[O:58])[N:49]([CH2:50][O:51][CH2:52][CH2:53][Si:54]([CH3:57])([CH3:56])[CH3:55])[C:43]=5[CH:42]=4)=[CH:35][C:26]=2[N:25]([CH2:76][O:77][CH2:78][CH2:79][Si:80]([CH3:83])([CH3:82])[CH3:81])[C:24]3=[O:84])=[CH:17][CH:16]=1.C(=O)([O-])[O-].[Na+].[Na+]. (3) The reactants are [O:1]([C:8]1[C:9]([NH:21][C:22]2[S:26][N:25]=[C:24]([CH:27]3[CH2:32][CH2:31][NH:30][CH2:29][CH2:28]3)[N:23]=2)=[N:10][CH:11]=[C:12]([S:14][C:15]2[CH:20]=[CH:19][CH:18]=[CH:17][N:16]=2)[CH:13]=1)[C:2]1[CH:7]=[CH:6][CH:5]=[CH:4][CH:3]=1.[C:33]([O:37][C:38](CC(O)=O)=[O:39])([CH3:36])([CH3:35])[CH3:34].Cl.[CH2:45]([N:47]=C=NCCCN(C)C)[CH3:46].C(N(CC)CC)C.[OH2:63]. The catalyst is CN(C)C1C=CN=CC=1.C(Cl)Cl. The product is [O:63]=[C:46]([N:30]1[CH2:31][CH2:32][CH:27]([C:24]2[N:23]=[C:22]([NH:21][C:9]3[C:8]([O:1][C:2]4[CH:7]=[CH:6][CH:5]=[CH:4][CH:3]=4)=[CH:13][C:12]([S:14][C:15]4[CH:20]=[CH:19][CH:18]=[CH:17][N:16]=4)=[CH:11][N:10]=3)[S:26][N:25]=2)[CH2:28][CH2:29]1)[CH2:45][NH:47][C:38](=[O:39])[O:37][C:33]([CH3:34])([CH3:35])[CH3:36]. The yield is 0.833.